This data is from Full USPTO retrosynthesis dataset with 1.9M reactions from patents (1976-2016). The task is: Predict the reactants needed to synthesize the given product. (1) Given the product [CH3:1][O:2][C:3]([CH:5]1[CH2:9][CH:8]([C:10]([O:12][CH3:13])=[O:11])[CH2:7][CH:6]1[C:14]([F:22])([F:21])[C:15]([F:19])([F:20])[S:16]([O-:24])(=[O:18])=[O:17])=[O:4].[Na+:23], predict the reactants needed to synthesize it. The reactants are: [CH3:1][O:2][C:3]([CH:5]1[CH2:9][CH:8]([C:10]([O:12][CH3:13])=[O:11])[CH2:7][CH:6]1[C:14]([F:22])([F:21])[C:15]([F:20])([F:19])[S:16]([O-:18])=[O:17])=[O:4].[Na+:23].[OH:24]O. (2) Given the product [CH3:1][C:2]1[S:6][C:5]([C:7]2[O:9][N:21]=[C:20]([C:23]([OH:25])=[O:24])[CH:8]=2)=[CH:4][CH:3]=1, predict the reactants needed to synthesize it. The reactants are: [CH3:1][C:2]1[S:6][C:5]([C:7](=[O:9])[CH3:8])=[CH:4][CH:3]=1.ClC1C=C(C2O[N:21]=[C:20]([C:23]([OH:25])=[O:24])C=2)C=CC=1F. (3) The reactants are: [CH:1]1([OH:6])[CH2:5][CH2:4][CH2:3][CH2:2]1.C1(P(C2C=CC=CC=2)C2C=CC=CC=2)C=CC=CC=1.N(C(OC(C)C)=O)=NC(OC(C)C)=O.O[C:41]1[CH:42]=[C:43]([S:47][C:48]2[C:53]([O:54][CH2:55][CH2:56][CH2:57][C:58]3[CH:63]=[CH:62][N:61]=[CH:60][CH:59]=3)=[CH:52][CH:51]=[CH:50][N:49]=2)[CH:44]=[CH:45][CH:46]=1. Given the product [CH:1]1([O:6][C:45]2[CH:44]=[C:43]([S:47][C:48]3[C:53]([O:54][CH2:55][CH2:56][CH2:57][C:58]4[CH:63]=[CH:62][N:61]=[CH:60][CH:59]=4)=[CH:52][CH:51]=[CH:50][N:49]=3)[CH:42]=[CH:41][CH:46]=2)[CH2:5][CH2:4][CH2:3][CH2:2]1, predict the reactants needed to synthesize it. (4) Given the product [CH2:35]([O:34][C:32]([C:29]1[N:30]=[N:31][C:26]([O:5][CH2:6][C:7]2[CH:24]=[CH:23][C:10]3[CH2:11][CH2:12][N:13]([C:16]([O:18][C:19]([CH3:22])([CH3:21])[CH3:20])=[O:17])[CH2:14][CH2:15][C:9]=3[CH:8]=2)=[CH:27][CH:28]=1)=[O:33])[CH3:36], predict the reactants needed to synthesize it. The reactants are: CS([O:5][CH2:6][C:7]1[CH:24]=[CH:23][C:10]2[CH2:11][CH2:12][N:13]([C:16]([O:18][C:19]([CH3:22])([CH3:21])[CH3:20])=[O:17])[CH2:14][CH2:15][C:9]=2[CH:8]=1)(=O)=O.O[C:26]1[N:31]=[N:30][C:29]([C:32]([O:34][CH2:35][CH3:36])=[O:33])=[CH:28][CH:27]=1.C(=O)([O-])[O-].[Cs+].[Cs+].C(OCC)(=O)C. (5) Given the product [CH3:19][C:17]1[CH:16]=[CH:15][C:14]([S:20][C:21]2[CH:26]=[CH:25][C:24]([OH:27])=[CH:23][CH:22]=2)=[C:13]([NH:12][C:2]2[C:3]3[C:4](=[N:8][N:9]([CH3:11])[CH:10]=3)[N:5]=[CH:6][CH:7]=2)[CH:18]=1, predict the reactants needed to synthesize it. The reactants are: Cl[C:2]1[C:3]2[C:4](=[N:8][N:9]([CH3:11])[CH:10]=2)[N:5]=[CH:6][CH:7]=1.[NH2:12][C:13]1[CH:18]=[C:17]([CH3:19])[CH:16]=[CH:15][C:14]=1[S:20][C:21]1[CH:26]=[CH:25][C:24]([OH:27])=[CH:23][CH:22]=1.CC(C)([O-])C.[Na+]. (6) Given the product [F:12][C:6]1[CH:7]=[C:8]([OH:11])[CH:9]=[CH:10][C:5]=1[C:3](=[O:4])[CH2:2][C:17]#[N:18], predict the reactants needed to synthesize it. The reactants are: Br[CH2:2][C:3]([C:5]1[CH:10]=[CH:9][C:8]([OH:11])=[CH:7][C:6]=1[F:12])=[O:4].C[Si]([C:17]#[N:18])(C)C.[F-].C([N+](CCCC)(CCCC)CCCC)CCC.